From a dataset of Full USPTO retrosynthesis dataset with 1.9M reactions from patents (1976-2016). Predict the reactants needed to synthesize the given product. (1) Given the product [NH2:13][C:5]1[C:6]([C:8]([O:10][CH2:11][CH3:12])=[O:9])=[N:7][C:2]([Cl:1])=[N:3][CH:4]=1, predict the reactants needed to synthesize it. The reactants are: [Cl:1][C:2]1[N:7]=[C:6]([C:8]([O:10][CH2:11][CH3:12])=[O:9])[C:5]([N+:13]([O-])=O)=[C:4](Cl)[N:3]=1.[O-2].[Mg+2]. (2) The reactants are: [NH2:1][N:2]1[C:6]2[N:7]=[C:8]([CH:14]3[CH2:16][CH2:15]3)[CH:9]=[C:10]([C:11]([OH:13])=O)[C:5]=2[CH:4]=[N:3]1.[NH2:17][CH2:18][C:19]1[C:20](=[O:27])[NH:21][C:22]([CH3:26])=[CH:23][C:24]=1[CH3:25].ON1C2N=CC=CC=2N=N1.C(Cl)CCl.CN1CCOCC1. Given the product [NH2:1][N:2]1[C:6]2[N:7]=[C:8]([CH:14]3[CH2:16][CH2:15]3)[CH:9]=[C:10]([C:11]([NH:17][CH2:18][C:19]3[C:20](=[O:27])[NH:21][C:22]([CH3:26])=[CH:23][C:24]=3[CH3:25])=[O:13])[C:5]=2[CH:4]=[N:3]1, predict the reactants needed to synthesize it. (3) Given the product [CH3:1][O:2][C:3]([C:5]1[N:6]([C:19]2[CH:20]=[CH:21][C:22]([O:25][CH:26]([CH3:28])[CH3:27])=[CH:23][CH:24]=2)[C:7]2[C:12]([C:13]=1[C:14]([O:16][CH3:17])=[O:15])=[CH:11][C:10]([O:18][C:36]1[CH:37]=[CH:38][C:33]([C:29]([CH3:32])([CH3:31])[CH3:30])=[CH:34][CH:35]=1)=[CH:9][CH:8]=2)=[O:4], predict the reactants needed to synthesize it. The reactants are: [CH3:1][O:2][C:3]([C:5]1[N:6]([C:19]2[CH:24]=[CH:23][C:22]([O:25][CH:26]([CH3:28])[CH3:27])=[CH:21][CH:20]=2)[C:7]2[C:12]([C:13]=1[C:14]([O:16][CH3:17])=[O:15])=[CH:11][C:10]([OH:18])=[CH:9][CH:8]=2)=[O:4].[C:29]([C:33]1[CH:38]=[CH:37][C:36](B(O)O)=[CH:35][CH:34]=1)([CH3:32])([CH3:31])[CH3:30]. (4) The reactants are: [CH3:1][O:2][C:3]1[CH:4]=[C:5]([CH:8]=[C:9]([O:11][CH3:12])[CH:10]=1)[CH:6]=O.[OH:13][C:14]1[CH:19]=[CH:18][C:17]([CH2:20][C:21]([OH:23])=[O:22])=[CH:16][CH:15]=1.Cl. Given the product [CH3:1][O:2][C:3]1[CH:10]=[C:9]([O:11][CH3:12])[CH:8]=[C:5](/[CH:6]=[CH:20]/[C:17]2[CH:16]=[CH:15][C:14]([OH:13])=[CH:19][CH:18]=2)[CH:4]=1.[CH3:1][O:2][C:3]1[CH:4]=[C:5](/[CH:6]=[C:20](/[C:17]2[CH:18]=[CH:19][C:14]([OH:13])=[CH:15][CH:16]=2)\[C:21]([OH:23])=[O:22])[CH:8]=[C:9]([O:11][CH3:12])[CH:10]=1, predict the reactants needed to synthesize it. (5) Given the product [Br:13][C:14]1[CH:20]=[CH:19][C:17]([NH:18][C:2]2[O:3][C:4]3[CH:10]=[CH:9][C:8]([O:11][CH3:12])=[CH:7][C:5]=3[N:6]=2)=[CH:16][CH:15]=1, predict the reactants needed to synthesize it. The reactants are: Cl[C:2]1[O:3][C:4]2[CH:10]=[CH:9][C:8]([O:11][CH3:12])=[CH:7][C:5]=2[N:6]=1.[Br:13][C:14]1[CH:20]=[CH:19][C:17]([NH2:18])=[CH:16][CH:15]=1.C(N(C(C)C)CC)(C)C. (6) Given the product [CH3:28][C:25]1([CH3:29])[O:24][CH:23]([CH2:22][N:21]2[C:13]3[C:12]4[CH:11]=[CH:10][C:9]([OH:8])=[CH:18][C:17]=4[N:16]=[CH:15][C:14]=3[N:19]=[C:20]2[CH2:30][O:31][CH2:32][CH3:33])[CH2:27][O:26]1, predict the reactants needed to synthesize it. The reactants are: C([O:8][C:9]1[CH:10]=[CH:11][C:12]2[C:13]3[N:21]([CH2:22][CH:23]4[CH2:27][O:26][C:25]([CH3:29])([CH3:28])[O:24]4)[C:20]([CH2:30][O:31][CH2:32][CH3:33])=[N:19][C:14]=3[CH:15]=[N:16][C:17]=2[CH:18]=1)C1C=CC=CC=1. (7) Given the product [CH3:1][CH2:2][CH2:3][CH2:4][N:5]1[C@H:10]([C:11]([NH:13][C:14]2[C:15]([CH3:21])=[CH:16][CH:17]=[CH:18][C:19]=2[CH3:20])=[O:12])[CH2:9][CH2:8][CH2:7][CH2:6]1.[ClH:22], predict the reactants needed to synthesize it. The reactants are: [CH3:1][CH2:2][CH2:3][CH2:4][N:5]1[C@H:10]([C:11]([NH:13][C:14]2[C:15]([CH3:21])=[CH:16][CH:17]=[CH:18][C:19]=2[CH3:20])=[O:12])[CH2:9][CH2:8][CH2:7][CH2:6]1.[ClH:22]. (8) Given the product [CH2:11]([O:18][C:19]([NH:21][C@@H:22]1[CH2:27][CH2:26][C:25](=[O:28])[CH2:24][C@@H:23]1[NH:29][C:30]([O:32][CH2:33][C:34]1[CH:39]=[CH:38][CH:37]=[CH:36][CH:35]=1)=[O:31])=[O:20])[C:12]1[CH:13]=[CH:14][CH:15]=[CH:16][CH:17]=1, predict the reactants needed to synthesize it. The reactants are: CS(C)=O.C(Cl)(=O)C(Cl)=O.[CH2:11]([O:18][C:19]([NH:21][C@@H:22]1[CH2:27][CH2:26][CH:25]([OH:28])[CH2:24][C@@H:23]1[NH:29][C:30]([O:32][CH2:33][C:34]1[CH:39]=[CH:38][CH:37]=[CH:36][CH:35]=1)=[O:31])=[O:20])[C:12]1[CH:17]=[CH:16][CH:15]=[CH:14][CH:13]=1.C(N(CC)CC)C.